Predict the reaction yield, written as a fraction of the theoretical maximum amount of product (1.0 means a 100% yield; for example, 0.34 means a 34% yield). From a dataset of Reaction yield outcomes from USPTO patents with 853,638 reactions. (1) The reactants are [C:1]([C@@H:8]1[CH2:13][C@@:12]2([NH2:15])[CH2:14][C@H:9]1[CH2:10][N:11]2[C:16]1[C:28]2[C:27]3[C:22](=[C:23]([N:30]([CH3:36])[C:31](=[O:35])[O:32][CH2:33]Cl)[CH:24]=[C:25]([F:29])[CH:26]=3)[NH:21][C:20]=2[N:19]=[C:18]([O:37][C:38]2[CH:39]=[N:40][C:41]([CH3:44])=[N:42][CH:43]=2)[N:17]=1)([O:3][C:4]([CH3:7])([CH3:6])[CH3:5])=[O:2].[I-].[Na+].[C:47]([O:51][P:52]([O-:59])([O:54][C:55]([CH3:58])([CH3:57])[CH3:56])=[O:53])([CH3:50])([CH3:49])[CH3:48].C([N+](CCCC)(CCCC)CCCC)CCC. The catalyst is C1COCC1. The product is [C:1]([C@@H:8]1[CH2:13][C@@:12]2([NH2:15])[CH2:14][C@H:9]1[CH2:10][N:11]2[C:16]1[C:28]2[C:27]3[C:22](=[C:23]([N:30]([CH3:36])[C:31](=[O:35])[O:32][CH2:33][O:59][P:52]([O:51][C:47]([CH3:50])([CH3:49])[CH3:48])([O:54][C:55]([CH3:56])([CH3:57])[CH3:58])=[O:53])[CH:24]=[C:25]([F:29])[CH:26]=3)[NH:21][C:20]=2[N:19]=[C:18]([O:37][C:38]2[CH:39]=[N:40][C:41]([CH3:44])=[N:42][CH:43]=2)[N:17]=1)([O:3][C:4]([CH3:7])([CH3:6])[CH3:5])=[O:2]. The yield is 0.820. (2) The product is [C:1]([O:5][C:6]([N:8]1[CH2:13][CH2:12][C:11]2[N:14]([CH2:25][CH:26]([OH:27])[CH2:28][N:40]3[CH2:39][CH2:38][N:37]([C:32]4[CH:33]=[CH:34][CH:35]=[CH:36][C:31]=4[C:29]#[N:30])[CH2:42][CH2:41]3)[N:15]=[C:16]([C:17]3[CH:22]=[CH:21][C:20]([Cl:23])=[C:19]([CH3:24])[CH:18]=3)[C:10]=2[CH2:9]1)=[O:7])([CH3:2])([CH3:3])[CH3:4]. The reactants are [C:1]([O:5][C:6]([N:8]1[CH2:13][CH2:12][C:11]2[N:14]([CH2:25][CH:26]3[CH2:28][O:27]3)[N:15]=[C:16]([C:17]3[CH:22]=[CH:21][C:20]([Cl:23])=[C:19]([CH3:24])[CH:18]=3)[C:10]=2[CH2:9]1)=[O:7])([CH3:4])([CH3:3])[CH3:2].[C:29]([C:31]1[CH:36]=[CH:35][CH:34]=[CH:33][C:32]=1[N:37]1[CH2:42][CH2:41][NH:40][CH2:39][CH2:38]1)#[N:30]. The catalyst is CCO.C(N(CC)CC)C. The yield is 0.830. (3) The reactants are C[O:2][C:3](=[O:35])[C:4]1[CH:9]=[C:8]([O:10][CH3:11])[CH:7]=[CH:6][C:5]=1[NH:12][C:13]1[N:14]([C:27]2[CH:32]=[CH:31][CH:30]=[CH:29][C:28]=2[O:33][CH3:34])[N:15]=[C:16]([CH2:25][CH3:26])[C:17]=1[C:18]1[S:19][CH:20]=[C:21]([CH2:23][CH3:24])[N:22]=1.[Li+].[OH-].O. The catalyst is C1COCC1.CO. The product is [CH2:25]([C:16]1[C:17]([C:18]2[S:19][CH:20]=[C:21]([CH2:23][CH3:24])[N:22]=2)=[C:13]([NH:12][C:5]2[CH:6]=[CH:7][C:8]([O:10][CH3:11])=[CH:9][C:4]=2[C:3]([OH:35])=[O:2])[N:14]([C:27]2[CH:32]=[CH:31][CH:30]=[CH:29][C:28]=2[O:33][CH3:34])[N:15]=1)[CH3:26]. The yield is 0.580. (4) No catalyst specified. The product is [S:1]1[C:5]2[CH:6]=[C:7]([C:10]([N:13]3[CH2:18][CH2:17][CH2:16][C@@H:15]4[C:19]5[CH:20]=[CH:21][CH:22]=[CH:23][C:24]=5[CH2:25][C@H:14]34)=[O:12])[CH:8]=[CH:9][C:4]=2[N:3]=[CH:2]1. The yield is 0.360. The reactants are [S:1]1[C:5]2[CH:6]=[C:7]([C:10]([OH:12])=O)[CH:8]=[CH:9][C:4]=2[N:3]=[CH:2]1.[NH:13]1[CH2:18][CH2:17][CH2:16][C@@H:15]2[C:19]3[CH:20]=[CH:21][CH:22]=[CH:23][C:24]=3[CH2:25][C@H:14]12.F[P-](F)(F)(F)(F)F.N1(OC(N(C)C)=[N+](C)C)C2N=CC=CC=2N=N1. (5) The reactants are [C:1]([O:5][C:6](=[O:31])[NH:7][CH:8]([C:10](=[O:30])[NH:11][C:12]1[CH:17]=[CH:16][CH:15]=[C:14]([Cl:18])[C:13]=1[C:19](=O)[NH:20][C:21]1[CH:26]=[C:25]([F:27])[CH:24]=[C:23]([F:28])[CH:22]=1)[CH3:9])([CH3:4])([CH3:3])[CH3:2].C(N(CC)C(C)C)(C)C.C1(P(C2C=CC=CC=2)C2C=CC=CC=2)C=CC=CC=1.II. The catalyst is C(Cl)Cl. The product is [C:1]([O:5][C:6](=[O:31])[NH:7][CH:8]([C:10]1[O:30][C:19](=[N:20][C:21]2[CH:26]=[C:25]([F:27])[CH:24]=[C:23]([F:28])[CH:22]=2)[C:13]2[C:14]([Cl:18])=[CH:15][CH:16]=[CH:17][C:12]=2[N:11]=1)[CH3:9])([CH3:4])([CH3:3])[CH3:2]. The yield is 0.520.